Dataset: Forward reaction prediction with 1.9M reactions from USPTO patents (1976-2016). Task: Predict the product of the given reaction. (1) The product is: [Cl:1][C:2]1[CH:9]=[CH:8][C:5]([CH:6]2[CH2:7][CH:12]2[C:13]([O:15][CH2:16][CH3:17])=[O:14])=[CH:4][CH:3]=1. Given the reactants [Cl:1][C:2]1[CH:9]=[CH:8][C:5]([CH:6]=[CH2:7])=[CH:4][CH:3]=1.[N+](=[CH:12][C:13]([O:15][CH2:16][CH3:17])=[O:14])=[N-], predict the reaction product. (2) Given the reactants [CH:1]1[C:13]2[N:12]([C:14]3[CH:15]=[C:16]([CH:21]=[C:22]([N:24]4[C:36]5[CH:35]=[CH:34][CH:33]=[CH:32][C:31]=5[C:30]5[C:25]4=[CH:26][CH:27]=[CH:28][CH:29]=5)[CH:23]=3)[C:17]([O:19]C)=[O:18])[C:11]3[C:6](=[CH:7][CH:8]=[CH:9][CH:10]=3)[C:5]=2[CH:4]=[CH:3][CH:2]=1.[OH-].[K+], predict the reaction product. The product is: [CH:10]1[C:11]2[N:12]([C:14]3[CH:15]=[C:16]([CH:21]=[C:22]([N:24]4[C:25]5[CH:26]=[CH:27][CH:28]=[CH:29][C:30]=5[C:31]5[C:36]4=[CH:35][CH:34]=[CH:33][CH:32]=5)[CH:23]=3)[C:17]([OH:19])=[O:18])[C:13]3[C:5](=[CH:4][CH:3]=[CH:2][CH:1]=3)[C:6]=2[CH:7]=[CH:8][CH:9]=1. (3) Given the reactants [C:1]([NH:5][S:6]([C:9]1[C:10]([S:24]([NH2:27])(=[O:26])=[O:25])=[CH:11][CH:12]=[C:13]([CH2:15][O:16][Si:17]([C:20]([CH3:23])([CH3:22])[CH3:21])([CH3:19])[CH3:18])[CH:14]=1)(=[O:8])=[O:7])([CH3:4])([CH3:3])[CH3:2].[Br:28][C:29]1[CH:37]=[CH:36][C:32]([C:33](O)=[O:34])=[CH:31][CH:30]=1.Cl.CN(C)CCCN=C=NCC.O, predict the reaction product. The product is: [Br:28][C:29]1[CH:37]=[CH:36][C:32]([C:33]([NH:27][S:24]([C:10]2[CH:11]=[CH:12][C:13]([CH2:15][O:16][Si:17]([C:20]([CH3:21])([CH3:23])[CH3:22])([CH3:19])[CH3:18])=[CH:14][C:9]=2[S:6](=[O:8])(=[O:7])[NH:5][C:1]([CH3:2])([CH3:3])[CH3:4])(=[O:25])=[O:26])=[O:34])=[CH:31][CH:30]=1. (4) Given the reactants [N:1]1[CH:6]=[CH:5][C:4]([C:7]2[C:8]([C:12]3[CH:13]=[C:14]([NH2:18])[CH:15]=[CH:16][CH:17]=3)=[N:9][NH:10][CH:11]=2)=[CH:3][CH:2]=1.[F:19][C:20]([F:32])([F:31])[C:21]1[CH:26]=[CH:25][C:24]([CH2:27][C:28](O)=[O:29])=[CH:23][CH:22]=1.CCN(C(C)C)C(C)C.CN(C(ON1N=NC2C=CC=CC1=2)=[N+](C)C)C.[B-](F)(F)(F)F.C([O-])(O)=O.[Na+], predict the reaction product. The product is: [N:1]1[CH:2]=[CH:3][C:4]([C:7]2[C:8]([C:12]3[CH:13]=[C:14]([NH:18][C:28](=[O:29])[CH2:27][C:24]4[CH:23]=[CH:22][C:21]([C:20]([F:31])([F:19])[F:32])=[CH:26][CH:25]=4)[CH:15]=[CH:16][CH:17]=3)=[N:9][NH:10][CH:11]=2)=[CH:5][CH:6]=1. (5) Given the reactants Br[C:2]1[CH:3]=[C:4]([CH:10]=[C:11]([Cl:14])[C:12]=1[CH3:13])[C:5]([O:7][CH2:8][CH3:9])=[O:6].[CH3:15][N:16]1C(=O)CCC1, predict the reaction product. The product is: [Cl:14][C:11]1[CH:10]=[C:4]([CH:3]=[C:2]([C:15]#[N:16])[C:12]=1[CH3:13])[C:5]([O:7][CH2:8][CH3:9])=[O:6].